Dataset: Forward reaction prediction with 1.9M reactions from USPTO patents (1976-2016). Task: Predict the product of the given reaction. (1) Given the reactants FC(F)(F)C(O)=O.[Si:8]([O:25][CH2:26][CH2:27][C:28]1([F:41])[CH2:33][CH2:32][N:31](C(OC(C)(C)C)=O)[CH2:30][CH2:29]1)([C:21]([CH3:24])([CH3:23])[CH3:22])([C:15]1[CH:20]=[CH:19][CH:18]=[CH:17][CH:16]=1)[C:9]1[CH:14]=[CH:13][CH:12]=[CH:11][CH:10]=1.N, predict the reaction product. The product is: [Si:8]([O:25][CH2:26][CH2:27][C:28]1([F:41])[CH2:29][CH2:30][NH:31][CH2:32][CH2:33]1)([C:21]([CH3:24])([CH3:22])[CH3:23])([C:15]1[CH:20]=[CH:19][CH:18]=[CH:17][CH:16]=1)[C:9]1[CH:14]=[CH:13][CH:12]=[CH:11][CH:10]=1. (2) Given the reactants [OH:1][C:2]1[CH:11]=[CH:10][C:5]([C:6]([O:8][CH3:9])=[O:7])=[CH:4][CH:3]=1.[I-].[Na+].C(=O)([O-])[O-].[K+].[K+].Cl[CH2:21][C:22]#[N:23].Cl, predict the reaction product. The product is: [C:22]([CH2:21][O:1][C:2]1[CH:3]=[CH:4][C:5]([C:6]([O:8][CH3:9])=[O:7])=[CH:10][CH:11]=1)#[N:23].